Predict the reaction yield, written as a fraction of the theoretical maximum amount of product (1.0 means a 100% yield; for example, 0.34 means a 34% yield). From a dataset of Reaction yield outcomes from USPTO patents with 853,638 reactions. (1) The reactants are [CH3:1][O:2][C:3](=[O:13])[C:4]1[CH:9]=[C:8]([CH2:10]O)[CH:7]=[C:6]([F:12])[CH:5]=1. The catalyst is [Pd].C(O)C. The product is [CH3:1][O:2][C:3](=[O:13])[C:4]1[CH:9]=[C:8]([CH3:10])[CH:7]=[C:6]([F:12])[CH:5]=1. The yield is 0.870. (2) The reactants are [N:1]1[CH:6]=[CH:5][CH:4]=[CH:3][C:2]=1[C:7]1[N:11]=[C:10]([C:12]2[CH:17]=[C:16]([OH:18])[CH:15]=[C:14]([C:19]#[N:20])[CH:13]=2)[O:9][N:8]=1.C(=O)([O-])[O-].[K+].[K+].I[CH2:28][CH3:29]. The catalyst is CN(C)C=O.ClCCl. The product is [N:1]1[CH:6]=[CH:5][CH:4]=[CH:3][C:2]=1[C:7]1[N:11]=[C:10]([C:12]2[CH:17]=[C:16]([O:18][CH2:28][CH3:29])[CH:15]=[C:14]([C:19]#[N:20])[CH:13]=2)[O:9][N:8]=1. The yield is 0.390. (3) The reactants are [OH-:1].[K+].C(O)C[OH:5].[Br:7][C:8]1[CH:13]=[CH:12][C:11]([C:14]2([C:17]#N)[CH2:16][CH2:15]2)=[CH:10][CH:9]=1.Cl. The catalyst is O. The product is [Br:7][C:8]1[CH:13]=[CH:12][C:11]([C:14]2([C:17]([OH:5])=[O:1])[CH2:16][CH2:15]2)=[CH:10][CH:9]=1. The yield is 0.970. (4) The catalyst is C(Cl)(Cl)Cl. The reactants are [CH2:1]([C:3]1[CH:4]=[CH:5][C:6]([CH:9](O)[CH2:10][O:11][C:12]2[CH:19]=[CH:18][C:15]([CH:16]=[O:17])=[CH:14][CH:13]=2)=[N:7][CH:8]=1)[CH3:2].S(Cl)([Cl:23])=O.O. The yield is 0.750. The product is [Cl:23][CH:9]([C:6]1[CH:5]=[CH:4][C:3]([CH2:1][CH3:2])=[CH:8][N:7]=1)[CH2:10][O:11][C:12]1[CH:19]=[CH:18][C:15]([CH:16]=[O:17])=[CH:14][CH:13]=1. (5) The product is [C:2]1([C:3]([O:5][CH2:6][CH3:7])=[O:4])([C:1]([O:9][CH2:10][CH3:11])=[O:8])[CH2:20][CH2:19]1. The catalyst is CN(C=O)C.CCCC[N+](CCCC)(CCCC)CCCC.[I-]. The yield is 0.887. The reactants are [C:1]([O:9][CH2:10][CH3:11])(=[O:8])[CH2:2][C:3]([O:5][CH2:6][CH3:7])=[O:4].C(=O)([O-])[O-].[K+].[K+].Br[CH2:19][CH2:20]Br. (6) The product is [C:40]([O:44][NH:45][C:8]([C:4]1[CH:3]=[C:2]([Br:1])[CH:7]=[CH:6][N:5]=1)=[O:10])([CH3:43])([CH3:42])[CH3:41]. The yield is 0.740. The reactants are [Br:1][C:2]1[CH:7]=[CH:6][N:5]=[C:4]([C:8]([OH:10])=O)[CH:3]=1.C1C=CC2N(O)N=NC=2C=1.CCN=C=NCCCN(C)C.C(N(CC)CC)C.Cl.[C:40]([O:44][NH2:45])([CH3:43])([CH3:42])[CH3:41]. The catalyst is ClCCl. (7) The reactants are C[O:2][C:3]([C:5]1[CH:15]=[CH:14][C:8]2[O:9][C:10]([F:13])([F:12])[O:11][C:7]=2[CH:6]=1)=O.[H-].[Al+3].[Li+].[H-].[H-].[H-].O.[OH-].[Na+]. The catalyst is O1CCCC1. The product is [F:13][C:10]1([F:12])[O:9][C:8]2[CH:14]=[CH:15][C:5]([CH2:3][OH:2])=[CH:6][C:7]=2[O:11]1. The yield is 0.760.